Task: Predict the reaction yield, written as a fraction of the theoretical maximum amount of product (1.0 means a 100% yield; for example, 0.34 means a 34% yield).. Dataset: Reaction yield outcomes from USPTO patents with 853,638 reactions (1) The reactants are [Cl:1][C:2]1[C:10]2[C:5](=[CH:6][CH:7]=[CH:8][CH:9]=2)[N:4]([C:11]2[C:12](=[O:20])[N:13]([CH3:19])[N:14]=[CH:15][C:16]=2[O:17]C)[CH:3]=1.N1CCOCC1. The catalyst is O. The product is [Cl:1][C:2]1[C:10]2[C:5](=[CH:6][CH:7]=[CH:8][CH:9]=2)[N:4]([CH:11]2[C:16](=[O:17])[CH:15]=[N:14][N:13]([CH3:19])[C:12]2=[O:20])[CH:3]=1. The yield is 0.950. (2) The reactants are CO[C:3](=[O:27])[C:4]1[CH:9]=[CH:8][C:7]([O:10][CH2:11][C:12]2[C:13]([C:21]3[CH:26]=[CH:25][CH:24]=[CH:23][CH:22]=3)=[N:14][O:15][C:16]=2[C:17]([F:20])([F:19])[F:18])=[N:6][CH:5]=1.COC(=O)C1C=CC(OC[C:39]2[C:40]([C:45]3[CH:50]=CC=C(F)C=3)=[N:41][O:42][C:43]=2C)=NC=1.NC1CCOCC1. No catalyst specified. The product is [C:21]1([C:13]2[C:12]([CH2:11][O:10][C:7]3[CH:8]=[CH:9][C:4]([C:3]([NH:41][CH:40]4[CH2:45][CH2:50][O:42][CH2:43][CH2:39]4)=[O:27])=[CH:5][N:6]=3)=[C:16]([C:17]([F:19])([F:20])[F:18])[O:15][N:14]=2)[CH:26]=[CH:25][CH:24]=[CH:23][CH:22]=1. The yield is 0.940. (3) The reactants are C1N2CN3CN(C2)CN1C3.[CH3:11][O:12][C:13](=[O:31])[CH2:14][C:15]1[CH:20]=[C:19]([Br:21])[C:18]([O:22][C:23]2[CH:28]=[CH:27][C:26]([OH:29])=[CH:25][CH:24]=2)=[C:17]([Br:30])[CH:16]=1.FC(F)(F)[C:34](O)=[O:35].Cl. No catalyst specified. The product is [CH3:11][O:12][C:13](=[O:31])[CH2:14][C:15]1[CH:20]=[C:19]([Br:21])[C:18]([O:22][C:23]2[CH:28]=[CH:27][C:26]([OH:29])=[C:25]([CH:34]=[O:35])[CH:24]=2)=[C:17]([Br:30])[CH:16]=1. The yield is 0.380. (4) The reactants are [NH:1]1[C:7]2[CH:8]=[CH:9][CH:10]=[CH:11][C:6]=2[CH2:5][NH:4][CH2:3][CH2:2]1.[H-].[Na+].[C:14](N1C=CN=C1)([N:16]1[CH:20]=[CH:19][N:18]=[CH:17]1)=[O:15].C(Cl)Cl. The catalyst is C1COCC1.CO. The product is [N:16]1([C:14]([N:4]2[CH2:5][C:6]3[CH:11]=[CH:10][CH:9]=[CH:8][C:7]=3[NH:1][CH2:2][CH2:3]2)=[O:15])[CH:20]=[CH:19][N:18]=[CH:17]1. The yield is 0.170. (5) The reactants are [OH:1][C:2]1[CH:7]=[CH:6][C:5]([N:8]2[C:13](=[O:14])[C:12]([CH2:15][C:16]3[CH:21]=[CH:20][C:19]([C:22]4[C:23]([C:28]#[N:29])=[CH:24][CH:25]=[CH:26][CH:27]=4)=[CH:18][CH:17]=3)=[C:11]([CH2:30][CH2:31][CH3:32])[N:10]=[C:9]2[CH3:33])=[CH:4][CH:3]=1.C(=O)([O-])[O-].[K+].[K+].Br[CH2:41][CH2:42][F:43]. The catalyst is CN(C)C=O.C(OCC)(=O)C. The product is [F:43][CH2:42][CH2:41][O:1][C:2]1[CH:3]=[CH:4][C:5]([N:8]2[C:13](=[O:14])[C:12]([CH2:15][C:16]3[CH:21]=[CH:20][C:19]([C:22]4[C:23]([C:28]#[N:29])=[CH:24][CH:25]=[CH:26][CH:27]=4)=[CH:18][CH:17]=3)=[C:11]([CH2:30][CH2:31][CH3:32])[N:10]=[C:9]2[CH3:33])=[CH:6][CH:7]=1. The yield is 1.00. (6) The reactants are [F:1][C:2]([F:36])([F:35])[C:3]1[CH:4]=[C:5]([C:13]([CH3:34])([CH3:33])[C:14]([N:16]([C:18]2[CH:19]=[N:20][C:21](Cl)=[CH:22][C:23]=2[C:24]2[CH:29]=[CH:28][C:27]([F:30])=[CH:26][C:25]=2[CH3:31])[CH3:17])=[O:15])[CH:6]=[C:7]([C:9]([F:12])([F:11])[F:10])[CH:8]=1.C[O:38][CH2:39][C@@H:40]1[CH2:44][CH2:43][C@@H:42]([CH2:45][O:46]C)[NH:41]1.[OH-].[Na+].B(Br)(Br)Br. The catalyst is [Br-].C([N+](C)(C)C)CCCCCCCCCCCCCCC.ClCCl.CC(C)([P](C(C)(C)C)([Pd][P](C(C)(C)C)(C(C)(C)C)C(C)(C)C)C(C)(C)C)C.C1(C)C=CC=CC=1. The product is [OH:38][CH2:39][C@H:40]1[CH2:44][CH2:43][C@@H:42]([CH2:45][OH:46])[N:41]1[C:21]1[N:20]=[CH:19][C:18]([N:16]([CH3:17])[C:14](=[O:15])[C:13]([C:5]2[CH:4]=[C:3]([C:2]([F:36])([F:35])[F:1])[CH:8]=[C:7]([C:9]([F:12])([F:11])[F:10])[CH:6]=2)([CH3:34])[CH3:33])=[C:23]([C:24]2[CH:29]=[CH:28][C:27]([F:30])=[CH:26][C:25]=2[CH3:31])[CH:22]=1.[OH:38][CH2:39][C@@H:40]1[CH2:44][CH2:43][C@@H:42]([CH2:45][OH:46])[N:41]1[C:21]1[N:20]=[CH:19][C:18]([N:16]([CH3:17])[C:14](=[O:15])[C:13]([C:5]2[CH:4]=[C:3]([C:2]([F:36])([F:35])[F:1])[CH:8]=[C:7]([C:9]([F:12])([F:11])[F:10])[CH:6]=2)([CH3:34])[CH3:33])=[C:23]([C:24]2[CH:29]=[CH:28][C:27]([F:30])=[CH:26][C:25]=2[CH3:31])[CH:22]=1. The yield is 0.0200.